This data is from Forward reaction prediction with 1.9M reactions from USPTO patents (1976-2016). The task is: Predict the product of the given reaction. Given the reactants [O:1]1[C:5]2[CH:6]=[CH:7][CH:8]=[C:9]([C:10]([CH3:28])([CH3:27])[CH2:11][C:12](=[O:26])[C:13]([NH:15][C:16]3[CH:25]=[CH:24][CH:23]=[C:22]4[C:17]=3[CH:18]=[CH:19][CH:20]=[N:21]4)=[O:14])[C:4]=2[O:3][CH2:2]1.[F:29][C:30]([Si](C)(C)C)([F:32])[F:31].C(=O)([O-])[O-].[Cs+].[Cs+].[F-].C([N+](CCCC)(CCCC)CCCC)CCC, predict the reaction product. The product is: [O:1]1[C:5]2[CH:6]=[CH:7][CH:8]=[C:9]([C:10]([CH3:28])([CH3:27])[CH2:11][C:12]([OH:26])([C:30]([F:32])([F:31])[F:29])[C:13]([NH:15][C:16]3[CH:25]=[CH:24][CH:23]=[C:22]4[C:17]=3[CH:18]=[CH:19][CH:20]=[N:21]4)=[O:14])[C:4]=2[O:3][CH2:2]1.